Dataset: Catalyst prediction with 721,799 reactions and 888 catalyst types from USPTO. Task: Predict which catalyst facilitates the given reaction. (1) Reactant: [C:1]1([CH2:7][CH2:8][CH2:9][CH2:10][CH2:11][CH2:12][C:13]([OH:15])=O)[CH:6]=[CH:5][CH:4]=[CH:3][CH:2]=1.F[P-](F)(F)(F)(F)F.N1(O[P+](N(C)C)(N(C)C)N(C)C)C2C=CC=CC=2N=N1.CCN(C(C)C)C(C)C.FC(F)(F)C(O)=O.[CH3:59][O:60][C:61](=[O:83])[CH:62]=[CH:63][CH:64]([NH2:82])[CH2:65][C:66]1[C:74]2[C:69](=[CH:70][CH:71]=[CH:72][CH:73]=2)[N:68]([CH2:75][C:76]2[CH:81]=[CH:80][CH:79]=[CH:78][CH:77]=2)[CH:67]=1. Product: [CH3:59][O:60][C:61](=[O:83])[CH:62]=[CH:63][C@H:64]([NH:82][C:13](=[O:15])[CH2:12][CH2:11][CH2:10][CH2:9][CH2:8][CH2:7][C:1]1[CH:2]=[CH:3][CH:4]=[CH:5][CH:6]=1)[CH2:65][C:66]1[C:74]2[C:69](=[CH:70][CH:71]=[CH:72][CH:73]=2)[N:68]([CH2:75][C:76]2[CH:77]=[CH:78][CH:79]=[CH:80][CH:81]=2)[CH:67]=1. The catalyst class is: 1. (2) Reactant: [Cl:1][C:2]1[C:15]2[NH:14][C:13]3[C:8](=[CH:9][CH:10]=[CH:11][CH:12]=3)[S:7][C:6]=2[CH:5]=[CH:4][CH:3]=1.[I:16]I. Product: [I-:16].[Cl:1][C:2]1[C:15]2[C:6](=[S+:7][C:8]3[C:13]([N:14]=2)=[CH:12][CH:11]=[CH:10][CH:9]=3)[CH:5]=[CH:4][CH:3]=1. The catalyst class is: 22. (3) Reactant: [CH2:1]([O:8][C:9]([NH:11][CH2:12][CH2:13][CH2:14][C@@H:15]([C:24]([OH:26])=O)[NH:16][C:17]([O:19][C:20]([CH3:23])([CH3:22])[CH3:21])=[O:18])=[O:10])[C:2]1[CH:7]=[CH:6][CH:5]=[CH:4][CH:3]=1.[Li][CH3:28]. Product: [C:24]([C@@H:15]([NH:16][C:17](=[O:18])[O:19][C:20]([CH3:21])([CH3:22])[CH3:23])[CH2:14][CH2:13][CH2:12][NH:11][C:9]([O:8][CH2:1][C:2]1[CH:3]=[CH:4][CH:5]=[CH:6][CH:7]=1)=[O:10])(=[O:26])[CH3:28]. The catalyst class is: 1. (4) Reactant: CC1(C)C(C)(C)OB([C:9]2[C:17]3[C:12](=[N:13][CH:14]=[C:15]([S:18]([CH2:21][CH2:22][C:23]([O:25][CH3:26])=[O:24])(=[O:20])=[O:19])[CH:16]=3)[N:11]([CH2:27][O:28][CH2:29][CH2:30][Si:31]([CH3:34])([CH3:33])[CH3:32])[CH:10]=2)O1.C(=O)([O-])[O-].[Na+].[Na+].Br[C:43]1[CH:44]=[C:45]([NH:49][CH:50]([CH:59]([CH3:61])[CH3:60])[C:51]([NH:53][CH2:54][C:55]([F:58])([F:57])[F:56])=[O:52])[CH:46]=[N:47][CH:48]=1. Product: [CH3:60][CH:59]([CH3:61])[CH:50]([NH:49][C:45]1[CH:44]=[C:43]([C:9]2[C:17]3[C:12](=[N:13][CH:14]=[C:15]([S:18]([CH2:21][CH2:22][C:23]([O:25][CH3:26])=[O:24])(=[O:19])=[O:20])[CH:16]=3)[N:11]([CH2:27][O:28][CH2:29][CH2:30][Si:31]([CH3:33])([CH3:34])[CH3:32])[CH:10]=2)[CH:48]=[N:47][CH:46]=1)[C:51](=[O:52])[NH:53][CH2:54][C:55]([F:58])([F:57])[F:56]. The catalyst class is: 73.